Dataset: Reaction yield outcomes from USPTO patents with 853,638 reactions. Task: Predict the reaction yield, written as a fraction of the theoretical maximum amount of product (1.0 means a 100% yield; for example, 0.34 means a 34% yield). The reactants are [Br:1][C:2]1[CH:3]=[C:4]2[C:8](=[CH:9][CH:10]=1)[N:7](C1CCCCO1)[N:6]=[CH:5]2.C(O)(=O)C.[B-](F)(F)(F)[F:22].[B-](F)(F)(F)F.C1[N+]2(CCl)CC[N+](F)(CC2)C1.C(#N)C. The catalyst is C(OCC)(=O)C. The product is [Br:1][C:2]1[CH:3]=[C:4]2[C:8](=[CH:9][CH:10]=1)[NH:7][N:6]=[C:5]2[F:22]. The yield is 0.781.